Dataset: Reaction yield outcomes from USPTO patents with 853,638 reactions. Task: Predict the reaction yield, written as a fraction of the theoretical maximum amount of product (1.0 means a 100% yield; for example, 0.34 means a 34% yield). (1) The reactants are [C:1]1([C:7]2([C:11]([N:13]3[CH2:18][CH2:17][CH2:16][CH2:15][CH2:14]3)=O)[CH2:10][CH2:9][CH2:8]2)[CH:6]=[CH:5][CH:4]=[CH:3][CH:2]=1.[H-].[H-].[H-].[H-].[Li+].[Al+3]. The catalyst is C1COCC1. The product is [C:1]1([C:7]2([CH2:11][N:13]3[CH2:18][CH2:17][CH2:16][CH2:15][CH2:14]3)[CH2:8][CH2:9][CH2:10]2)[CH:6]=[CH:5][CH:4]=[CH:3][CH:2]=1. The yield is 0.350. (2) The reactants are CO.[Cl:3][C:4]1[CH:5]=[CH:6][C:7]([S:10][CH:11]([C:20]2[CH:25]=[C:24]([F:26])[CH:23]=[CH:22][C:21]=2[F:27])[CH2:12][CH2:13][CH2:14][CH2:15][S:16]([CH3:19])(=[O:18])=[O:17])=[N:8][CH:9]=1.[OH2:28].[OH:29]OS([O-])=O.[K+]. The catalyst is C(OCC)(=O)C.ClCCl. The product is [Cl:3][C:4]1[CH:5]=[CH:6][C:7]([S:10]([CH:11]([C:20]2[CH:25]=[C:24]([F:26])[CH:23]=[CH:22][C:21]=2[F:27])[CH2:12][CH2:13][CH2:14][CH2:15][S:16]([CH3:19])(=[O:18])=[O:17])(=[O:29])=[O:28])=[N:8][CH:9]=1. The yield is 0.560. (3) The reactants are [F:1][C:2]1[CH:11]=[C:10]2[C:5]([CH2:6][CH2:7][C:8](=[O:12])[NH:9]2)=[CH:4][CH:3]=1.[CH3:13]C(C)([O-])C.[K+].CI.Cl. The catalyst is CN(C=O)C.CCOC(C)=O. The product is [F:1][C:2]1[CH:11]=[C:10]2[C:5]([CH2:6][CH2:7][C:8](=[O:12])[N:9]2[CH3:13])=[CH:4][CH:3]=1. The yield is 0.890.